Dataset: CYP2C19 inhibition data for predicting drug metabolism from PubChem BioAssay. Task: Regression/Classification. Given a drug SMILES string, predict its absorption, distribution, metabolism, or excretion properties. Task type varies by dataset: regression for continuous measurements (e.g., permeability, clearance, half-life) or binary classification for categorical outcomes (e.g., BBB penetration, CYP inhibition). Dataset: cyp2c19_veith. (1) The result is 0 (non-inhibitor). The compound is Nc1nc(N)c2nn(-c3ccc(C(=O)O)cc3)nc2n1. (2) The compound is CN(C)c1ccc(/C=C2\SC(=S)N(Nc3ncc(C(F)(F)F)cc3Cl)C2=O)cc1. The result is 1 (inhibitor). (3) The molecule is CN[C@@H]1[C@H](O)[C@@H]2O[C@@H]3O[C@H](C)CC(=O)[C@]3(O)O[C@H]2[C@H](NC)[C@@H]1O. The result is 0 (non-inhibitor). (4) The compound is Cc1ccc(OCC(=O)Nc2ccccc2-c2ccccc2)cc1. The result is 1 (inhibitor). (5) The drug is Cc1ccc(C(=O)C(OC(=O)COc2ccccc2C)c2ccccc2)cc1. The result is 1 (inhibitor).